This data is from Forward reaction prediction with 1.9M reactions from USPTO patents (1976-2016). The task is: Predict the product of the given reaction. (1) Given the reactants C(OC([N:8]1[CH2:17][CH2:16][C:15]2[NH:14][N:13]=[C:12]([C:18]3[CH:23]=[CH:22][C:21]([Cl:24])=[CH:20][CH:19]=3)[C:11]=2[CH2:10][CH2:9]1)=O)(C)(C)C.[CH3:25][C:26]1[CH:33]=[CH:32][CH:31]=[CH:30][C:27]=1[CH2:28]Cl.C(OC(N1CCC2C(=C(C3C=CC(Cl)=CC=3)N(CC3C=CC=CC=3C)N=2)CC1)=O)(C)(C)C, predict the reaction product. The product is: [Cl:24][C:21]1[CH:20]=[CH:19][C:18]([C:12]2[C:11]3[CH2:10][CH2:9][NH:8][CH2:17][CH2:16][C:15]=3[N:14]([CH2:25][C:26]3[CH:33]=[CH:32][CH:31]=[CH:30][C:27]=3[CH3:28])[N:13]=2)=[CH:23][CH:22]=1. (2) Given the reactants Cl[C:2]1[N:7]=[C:6]([NH:8][C:9]2[CH:18]=[CH:17][CH:16]=[CH:15][C:10]=2[C:11]([NH:13][CH3:14])=[O:12])[C:5]([CH3:19])=[CH:4][N:3]=1.[CH2:20]([N:22]1[CH2:28][CH2:27][C:26]2[CH:29]=[C:30]([NH2:33])[CH:31]=[CH:32][C:25]=2[CH2:24][CH2:23]1)[CH3:21].Cl, predict the reaction product. The product is: [CH2:20]([N:22]1[CH2:28][CH2:27][C:26]2[CH:29]=[C:30]([NH:33][C:2]3[N:7]=[C:6]([NH:8][C:9]4[CH:18]=[CH:17][CH:16]=[CH:15][C:10]=4[C:11]([NH:13][CH3:14])=[O:12])[C:5]([CH3:19])=[CH:4][N:3]=3)[CH:31]=[CH:32][C:25]=2[CH2:24][CH2:23]1)[CH3:21]. (3) The product is: [F:18][C:19]1[CH:28]=[CH:27][C:26]([N:30]2[CH2:39][CH2:34][CH:33]([N:15]3[CH2:16][CH2:17][N:12]([C:9]4[CH:10]=[CH:11][CH:2]=[C:3]5[C:8]=4[N:7]=[CH:6][CH:5]=[CH:4]5)[CH2:13][CH2:14]3)[CH2:32][CH2:31]2)=[C:25]2[C:20]=1[CH:21]=[CH:22][CH:23]=[N:24]2. Given the reactants F[C:2]1[CH:11]=[CH:10][C:9]([N:12]2[CH2:17][CH2:16][NH:15][CH2:14][CH2:13]2)=[C:8]2[C:3]=1[CH:4]=[CH:5][CH:6]=[N:7]2.[F:18][C:19]1[CH:28]=[CH:27][C:26](O)=[C:25]2[C:20]=1[CH:21]=[CH:22][CH:23]=[N:24]2.[N:30]1[C:39]2[C:34](=CC=CC=2N2CCC(=O)CC2)[CH:33]=[CH:32][CH:31]=1.C(O[BH-](OC(=O)C)OC(=O)C)(=O)C.[Na+], predict the reaction product. (4) Given the reactants [CH3:1][O:2][CH2:3][CH2:4][CH2:5][N:6]1[CH:10]=[CH:9][N:8]=[CH:7]1.C([Li])CCC.[Br:16]C(Br)(Br)Br.[Cl-].[NH4+], predict the reaction product. The product is: [Br:16][C:7]1[N:6]([CH2:5][CH2:4][CH2:3][O:2][CH3:1])[CH:10]=[CH:9][N:8]=1. (5) Given the reactants C(O[C:6](=[O:36])[NH:7][CH2:8][CH2:9][C@H:10]([N:12]1[CH2:17][CH2:16][CH:15]([N:18]([CH2:27][C:28]2[CH:33]=[CH:32][CH:31]=[C:30]([C:34]#[N:35])[N:29]=2)[C:19]2[CH:24]=[CH:23][C:22]([O:25][CH3:26])=[CH:21][CH:20]=2)[CH2:14][CH2:13]1)[CH3:11])(C)(C)C.CCN=C=NCCCN(C)C.C1C=CC2N(O)N=NC=2C=1.[Cl:58][C:59]1[N:67]=[CH:66][CH:65]=[C:64]([CH3:68])[C:60]=1C(O)=O.CCN(C(C)C)C(C)C, predict the reaction product. The product is: [Cl:58][C:59]1[N:67]=[CH:66][CH:65]=[C:64]([CH3:68])[C:60]=1[C:6]([NH:7][CH2:8][CH2:9][C@H:10]([N:12]1[CH2:13][CH2:14][CH:15]([N:18]([CH2:27][C:28]2[CH:33]=[CH:32][CH:31]=[C:30]([C:34]#[N:35])[N:29]=2)[C:19]2[CH:20]=[CH:21][C:22]([O:25][CH3:26])=[CH:23][CH:24]=2)[CH2:16][CH2:17]1)[CH3:11])=[O:36]. (6) Given the reactants [Br:1][C:2]1[CH:7]=[C:6]([F:8])[CH:5]=[CH:4][C:3]=1[CH:9]1[C:14]([C:15]([O:17][CH3:18])=[O:16])=[C:13]([CH2:19]Br)[NH:12][C:11]([C:21]2[S:22][CH:23]=[CH:24][N:25]=2)=[N:10]1.[CH3:26][C@H:27]1[O:32][CH2:31][CH2:30][NH:29][C@@H:28]1[C:33]([OH:35])=[O:34], predict the reaction product. The product is: [Br:1][C:2]1[CH:7]=[C:6]([F:8])[CH:5]=[CH:4][C:3]=1[CH:9]1[N:10]=[C:11]([C:21]2[S:22][CH:23]=[CH:24][N:25]=2)[NH:12][C:13]([CH2:19][N:29]2[CH2:30][CH2:31][O:32][C@H:27]([CH3:26])[C@H:28]2[C:33]([OH:35])=[O:34])=[C:14]1[C:15]([O:17][CH3:18])=[O:16]. (7) The product is: [CH:10]1([N:9]([CH2:8][CH:5]2[CH2:4][O:3][C:2]([CH3:15])([CH3:1])[O:7][CH2:6]2)[S:23]([C:20]2[CH:21]=[N:22][C:17]([NH:28][NH2:29])=[CH:18][CH:19]=2)(=[O:25])=[O:24])[CH2:14][CH2:13][CH2:12][CH2:11]1. Given the reactants [CH3:1][C:2]1([CH3:15])[O:7][CH2:6][CH:5]([CH2:8][NH:9][CH:10]2[CH2:14][CH2:13][CH2:12][CH2:11]2)[CH2:4][O:3]1.Cl[C:17]1[N:22]=[CH:21][C:20]([S:23](Cl)(=[O:25])=[O:24])=[CH:19][CH:18]=1.O.[NH2:28][NH2:29], predict the reaction product. (8) Given the reactants Br[C:2]1[C:3]([NH2:8])=[N:4][CH:5]=[CH:6][CH:7]=1.[C:9]([OH:14])(=[O:13])[C:10]([CH3:12])=O.P([O-])([O-])([O-])=O.[K+].[K+].[K+].S([O-])([O-])(=O)=O.[Mg+2], predict the reaction product. The product is: [NH:8]1[C:3]2=[N:4][CH:5]=[CH:6][CH:7]=[C:2]2[CH:12]=[C:10]1[C:9]([OH:14])=[O:13]. (9) Given the reactants [Cl:1][C:2]1[CH:21]=[C:20]([Cl:22])[CH:19]=[CH:18][C:3]=1[O:4][CH2:5][C:6]1[CH:7]=[C:8]([CH2:16][OH:17])[CH:9]=[C:10]([O:12][CH:13]([CH3:15])[CH3:14])[CH:11]=1.O[C:24]1[CH:28]=[C:27]([CH2:29][CH2:30][C:31]([O:33]CC)=[O:32])[N:26]([CH3:36])[N:25]=1.C(P(CCCC)CCCC)CCC.N(C(N1CCCCC1)=O)=NC(N1CCCCC1)=O.O1CCCC1CCO.[OH-].[Na+].Cl, predict the reaction product. The product is: [Cl:1][C:2]1[CH:21]=[C:20]([Cl:22])[CH:19]=[CH:18][C:3]=1[O:4][CH2:5][C:6]1[CH:7]=[C:8]([CH:9]=[C:10]([O:12][CH:13]([CH3:15])[CH3:14])[CH:11]=1)[CH2:16][O:17][C:24]1[CH:28]=[C:27]([CH2:29][CH2:30][C:31]([OH:33])=[O:32])[N:26]([CH3:36])[N:25]=1. (10) Given the reactants ClCl.CSC.[OH:6][CH2:7][C@H:8]1[O:13][C:12]([CH3:15])([CH3:14])[O:11][C@@H:10]([CH2:16][C:17]([O:19][CH:20]([CH3:22])[CH3:21])=[O:18])[CH2:9]1.C(N(CC)CC)C, predict the reaction product. The product is: [CH:20]([O:19][C:17](=[O:18])[CH2:16][C@H:10]1[CH2:9][C@@H:8]([CH:7]=[O:6])[O:13][C:12]([CH3:14])([CH3:15])[O:11]1)([CH3:22])[CH3:21].